Dataset: Catalyst prediction with 721,799 reactions and 888 catalyst types from USPTO. Task: Predict which catalyst facilitates the given reaction. (1) Reactant: [CH3:1][O:2][C:3]([CH:5]1[CH2:9][C:8]([C:10]2[CH:15]=[C:14]([C:16]3[CH:21]=[CH:20][C:19]([O:22][CH:23]([CH3:25])[CH3:24])=[C:18]([Cl:26])[CH:17]=3)[N:13]=[CH:12][N:11]=2)=[CH:7][N:6]1[C:27]([O:29][C:30]([CH3:33])([CH3:32])[CH3:31])=[O:28])=[O:4]. Product: [CH3:1][O:2][C:3]([CH:5]1[CH2:9][CH:8]([C:10]2[CH:15]=[C:14]([C:16]3[CH:21]=[CH:20][C:19]([O:22][CH:23]([CH3:25])[CH3:24])=[C:18]([Cl:26])[CH:17]=3)[N:13]=[CH:12][N:11]=2)[CH2:7][N:6]1[C:27]([O:29][C:30]([CH3:32])([CH3:31])[CH3:33])=[O:28])=[O:4]. The catalyst class is: 350. (2) Reactant: [F:1][C:2]([F:13])([F:12])[C:3]([C:8]([F:11])([F:10])[F:9])([OH:7])C([O-])=[O:5].[K+].C(=O)([O-])[O-].[K+].[K+].ClCl. Product: [OH2:5].[F:1][C:2]([F:13])([F:12])[C:3]([C:8]([F:11])([F:10])[F:9])=[O:7]. The catalyst class is: 6. (3) Reactant: [Si:1]([O:18][C@H:19]1[C@H:24]([C:25]([O:27][CH2:28][CH3:29])=[O:26])[CH2:23][CH2:22][N:21]([C:30]2[C:38]3[C:33](=[CH:34][CH:35]=[CH:36][C:37]=3[F:39])[N:32](C3CCCCO3)[N:31]=2)[CH2:20]1)([C:14]([CH3:17])([CH3:16])[CH3:15])([C:8]1[CH:13]=[CH:12][CH:11]=[CH:10][CH:9]=1)[C:2]1[CH:7]=[CH:6][CH:5]=[CH:4][CH:3]=1.Cl. Product: [Si:1]([O:18][C@H:19]1[C@H:24]([C:25]([O:27][CH2:28][CH3:29])=[O:26])[CH2:23][CH2:22][N:21]([C:30]2[C:38]3[C:33](=[CH:34][CH:35]=[CH:36][C:37]=3[F:39])[NH:32][N:31]=2)[CH2:20]1)([C:14]([CH3:15])([CH3:17])[CH3:16])([C:8]1[CH:9]=[CH:10][CH:11]=[CH:12][CH:13]=1)[C:2]1[CH:3]=[CH:4][CH:5]=[CH:6][CH:7]=1. The catalyst class is: 61. (4) Reactant: [NH2:1][C:2]1[C:3]2[CH:10]=[CH:9][N:8]([C@@H:11]3[O:26][C@H:25]([CH2:27][O:28][Si](C(C)(C)C)(C)C)[C@@H:14]([O:15][C:16](=[O:24])[CH2:17][CH2:18][CH2:19][CH2:20][CH2:21][CH2:22][CH3:23])[C@@:12]3([CH3:36])[OH:13])[C:4]=2[N:5]=[CH:6][N:7]=1.C(N(CC)CC)C.F.F.F.C(N(CC)CC)C. Product: [NH2:1][C:2]1[C:3]2[CH:10]=[CH:9][N:8]([C@@H:11]3[O:26][C@H:25]([CH2:27][OH:28])[C@@H:14]([O:15][C:16](=[O:24])[CH2:17][CH2:18][CH2:19][CH2:20][CH2:21][CH2:22][CH3:23])[C@@:12]3([CH3:36])[OH:13])[C:4]=2[N:5]=[CH:6][N:7]=1. The catalyst class is: 56. (5) Reactant: Cl.[CH:2](=[O:4])[CH3:3].[CH:5](=[O:9])[CH2:6]CC. Product: [CH:2]([OH:4])=[CH2:3].[C:2]([O:9][CH:5]=[CH2:6])(=[O:4])[CH3:3]. The catalyst class is: 6. (6) The catalyst class is: 5. Product: [ClH:21].[F:20][C:2]1([F:1])[O:6][C:5]2[CH:7]=[CH:8][C:9]([C@H:11]([NH2:13])[CH3:12])=[CH:10][C:4]=2[O:3]1. Reactant: [F:1][C:2]1([F:20])[O:6][C:5]2[CH:7]=[CH:8][C:9]([C@H:11]([NH:13]S(C(C)(C)C)=O)[CH3:12])=[CH:10][C:4]=2[O:3]1.[ClH:21].O1CCOCC1. (7) Reactant: [OH:1][C:2]1[CH:7]=[CH:6][C:5]([CH2:8][CH2:9][C:10]([O:12][CH3:13])=[O:11])=[CH:4][CH:3]=1.[H-].[Na+].Br[CH2:17][CH2:18][O:19][CH:20]1[CH2:25][CH2:24][CH2:23][CH2:22][O:21]1. Product: [CH3:13][O:12][C:10](=[O:11])[CH2:9][CH2:8][C:5]1[CH:4]=[CH:3][C:2]([O:1][CH2:17][CH2:18][O:19][CH:20]2[CH2:25][CH2:24][CH2:23][CH2:22][O:21]2)=[CH:7][CH:6]=1. The catalyst class is: 3. (8) Reactant: [CH2:1]([O:8][C:9]1[CH:15]=[CH:14][C:12]([NH2:13])=[CH:11][CH:10]=1)[C:2]1[CH:7]=[CH:6][CH:5]=[CH:4][CH:3]=1.[C:16]([O:20][CH3:21])(=[O:19])[CH:17]=[CH2:18]. Product: [CH2:1]([O:8][C:9]1[CH:10]=[CH:11][C:12]([NH:13][CH2:18][CH2:17][C:16]([O:20][CH3:21])=[O:19])=[CH:14][CH:15]=1)[C:2]1[CH:3]=[CH:4][CH:5]=[CH:6][CH:7]=1. The catalyst class is: 13.